Dataset: Full USPTO retrosynthesis dataset with 1.9M reactions from patents (1976-2016). Task: Predict the reactants needed to synthesize the given product. (1) Given the product [Cl:1][C:2]1[CH:3]=[C:4]([C:12]2[O:16][N:15]=[C:14]([C:17]3[CH:18]=[CH:19][CH:20]=[C:21]4[C:25]=3[N:24]([CH3:26])[CH:23]=[C:22]4/[CH:27]=[CH:28]\[C:29]([OH:31])=[O:30])[N:13]=2)[CH:5]=[CH:6][C:7]=1[O:8][CH:9]([CH3:10])[CH3:11], predict the reactants needed to synthesize it. The reactants are: [Cl:1][C:2]1[CH:3]=[C:4]([C:12]2[O:16][N:15]=[C:14]([C:17]3[CH:18]=[CH:19][CH:20]=[C:21]4[C:25]=3[N:24]([CH3:26])[CH:23]=[C:22]4/[CH:27]=[CH:28]\[C:29]([O:31]C)=[O:30])[N:13]=2)[CH:5]=[CH:6][C:7]=1[O:8][CH:9]([CH3:11])[CH3:10].[OH-].[Na+].Cl. (2) The reactants are: CC(N(C1C(I)=C(C(NCC(O)CO)=O)C(I)=C(C(NCC(O)CO)=O)C=1I)CC(O)CN(C(C)=O)C1C(I)=C(C(NCC(O)CO)=O)C(I)=C(C(NCC(O)CO)=O)C=1I)=O.[CH3:63][C:64]([N:66]([C:72]1[C:73]([I:96])=[C:74]([C:88]([NH:90][CH2:91][CH:92]([OH:95])[CH2:93][OH:94])=[O:89])[C:75]([I:87])=[C:76]([C:79]([NH:81][CH2:82][CH:83]([OH:86])[CH2:84][OH:85])=[O:80])[C:77]=1[I:78])[CH2:67][CH:68]([OH:71])[CH2:69][OH:70])=[O:65].[Cl-].[Cl-].[Ca+2]. Given the product [CH3:63][C:64]([N:66]([C:72]1[C:77]([I:78])=[C:76]([C:79]([NH:81][CH2:82][CH:83]([OH:86])[CH2:84][OH:85])=[O:80])[C:75]([I:87])=[C:74]([C:88]([NH:90][CH2:91][CH:92]([OH:95])[CH2:93][OH:94])=[O:89])[C:73]=1[I:96])[CH2:67][CH:68]([OH:71])[CH2:69][OH:70])=[O:65].[C:64]([N:66]([CH2:67][CH:68]([OH:71])[CH2:69][OH:70])[C:72]1[C:73]([I:96])=[C:74]([C:88]([NH:90][CH2:91][CH:92]([OH:95])[CH2:93][OH:94])=[O:89])[C:75]([I:87])=[C:76]([C:79]([NH:81][CH2:82][CH:83]([OH:86])[CH2:84][OH:85])=[O:80])[C:77]=1[I:78])(=[O:65])[CH3:63], predict the reactants needed to synthesize it. (3) Given the product [F:18][C:19]([F:30])([F:29])[C:20]([NH:12][C:11]1[CH:13]=[CH:14][CH:15]=[C:9]([O:8][C:7]2[CH:16]=[CH:17][C:4]([N+:1]([O-:3])=[O:2])=[CH:5][CH:6]=2)[CH:10]=1)=[O:21], predict the reactants needed to synthesize it. The reactants are: [N+:1]([C:4]1[CH:17]=[CH:16][C:7]([O:8][C:9]2[CH:10]=[C:11]([CH:13]=[CH:14][CH:15]=2)[NH2:12])=[CH:6][CH:5]=1)([O-:3])=[O:2].[F:18][C:19]([F:30])([F:29])[C:20](O[C:20](=[O:21])[C:19]([F:30])([F:29])[F:18])=[O:21].O.C(OCC)(=O)C. (4) Given the product [Cl:1][C:2]1[C:3]([N+:9]([O-:11])=[O:10])=[C:4]([CH:5]=[CH:6][CH:7]=1)[NH:18][CH3:17], predict the reactants needed to synthesize it. The reactants are: [Cl:1][C:2]1[CH:7]=[CH:6][CH:5]=[C:4](Cl)[C:3]=1[N+:9]([O-:11])=[O:10].CN.C1CCN2[C:17](=[N:18]CCC2)CC1. (5) Given the product [C:12]([O:16][C:17]([N:19]1[CH2:24][CH2:23][N:22]([C:25]2[CH:26]=[CH:27][C:28]([NH:31][C:32]([NH:34][C:35]3[CH:40]=[C:39]([Cl:41])[CH:38]=[CH:37][C:36]=3[NH:42][S:2]([CH3:1])(=[O:4])=[O:3])=[O:33])=[CH:29][CH:30]=2)[CH2:21][CH2:20]1)=[O:18])([CH3:15])([CH3:13])[CH3:14], predict the reactants needed to synthesize it. The reactants are: [CH3:1][S:2](Cl)(=[O:4])=[O:3].N1C=CC=CC=1.[C:12]([O:16][C:17]([N:19]1[CH2:24][CH2:23][N:22]([C:25]2[CH:30]=[CH:29][C:28]([NH:31][C:32]([NH:34][C:35]3[CH:40]=[C:39]([Cl:41])[CH:38]=[CH:37][C:36]=3[NH2:42])=[O:33])=[CH:27][CH:26]=2)[CH2:21][CH2:20]1)=[O:18])([CH3:15])([CH3:14])[CH3:13].C(OC(C)C)(C)C.